Predict the product of the given reaction. From a dataset of Forward reaction prediction with 1.9M reactions from USPTO patents (1976-2016). (1) Given the reactants [C:1](=[O:4])([O-])[O-].Cl[C:6]1C=[C:8]([C:12](=O)[C:13]([C:15]2[CH:20]=[CH:19][C:18]([O:21][CH:22]([F:24])[F:23])=[C:17]([CH3:25])[CH:16]=2)=O)[CH:9]=[CH:10][CH:11]=1.[ClH:27].[CH3:28][NH:29][C:30]([NH2:32])=[NH:31].O1CCOCC1, predict the reaction product. The product is: [NH2:31][C:30]1[N:29]([CH3:28])[C:1](=[O:4])[C:13]([C:12]2[CH:6]=[CH:11][CH:10]=[C:9]([Cl:27])[CH:8]=2)([C:15]2[CH:20]=[CH:19][C:18]([O:21][CH:22]([F:23])[F:24])=[C:17]([CH3:25])[CH:16]=2)[N:32]=1. (2) Given the reactants [Cl:1][C:2]1[CH:7]=[C:6]([O:8][CH3:9])[CH:5]=[C:4]([CH2:10]Cl)[CH:3]=1.[S:12]([O-:15])([O-:14])=[O:13].[Na+].[Na+].C1(C)C=CC=CC=1, predict the reaction product. The product is: [Cl:1][C:2]1[CH:3]=[C:4]([CH2:10][S:12]([OH:15])(=[O:14])=[O:13])[CH:5]=[C:6]([O:8][CH3:9])[CH:7]=1. (3) Given the reactants [OH:1][CH:2]1[CH2:6][O:5][C:4](=[O:7])/[C:3]/1=[CH:8]/[CH2:9][CH:10]1[C:23](=[CH2:24])[CH2:22][CH2:21][CH:20]2[C:11]1([CH3:28])[CH2:12][CH2:13][CH:14]1[C:19]2([CH3:25])[CH2:18][O:17][C:16]([CH3:27])([CH3:26])[O:15]1.ClC1C=C(C=CC=1)C(OO)=[O:34], predict the reaction product. The product is: [OH:1][CH:2]1[CH2:6][O:5][C:4](=[O:7])/[C:3]/1=[CH:8]/[CH2:9][CH:10]1[C:23]2([CH2:24][O:34]2)[CH2:22][CH2:21][CH:20]2[C:11]1([CH3:28])[CH2:12][CH2:13][CH:14]1[C:19]2([CH3:25])[CH2:18][O:17][C:16]([CH3:27])([CH3:26])[O:15]1.